From a dataset of Forward reaction prediction with 1.9M reactions from USPTO patents (1976-2016). Predict the product of the given reaction. (1) Given the reactants Br[CH:2]([C:4]1[CH:9]=[CH:8][CH:7]=[CH:6][CH:5]=1)[CH3:3].[OH:10][C:11]1[CH:12]=[C:13]([CH:16]=[CH:17][C:18]=1[O:19][CH2:20][CH2:21][C:22]1[CH:27]=[CH:26][CH:25]=[CH:24][CH:23]=1)[CH:14]=[O:15].C(=O)([O-])[O-].[Cs+].[Cs+], predict the reaction product. The product is: [C:4]1([CH:2]([O:10][C:11]2[CH:12]=[C:13]([CH:16]=[CH:17][C:18]=2[O:19][CH2:20][CH2:21][C:22]2[CH:27]=[CH:26][CH:25]=[CH:24][CH:23]=2)[CH:14]=[O:15])[CH3:3])[CH:9]=[CH:8][CH:7]=[CH:6][CH:5]=1. (2) Given the reactants [OH:1][CH2:2][CH2:3][O:4][CH:5]1[CH2:8][N:7]([C:9]([O:11][C:12]([CH3:15])([CH3:14])[CH3:13])=[O:10])[CH2:6]1.[S:16](Cl)([C:19]1[CH:25]=[CH:24][C:22]([CH3:23])=[CH:21][CH:20]=1)(=[O:18])=[O:17], predict the reaction product. The product is: [S:16]([O:1][CH2:2][CH2:3][O:4][CH:5]1[CH2:8][N:7]([C:9]([O:11][C:12]([CH3:15])([CH3:14])[CH3:13])=[O:10])[CH2:6]1)([C:19]1[CH:25]=[CH:24][C:22]([CH3:23])=[CH:21][CH:20]=1)(=[O:18])=[O:17]. (3) Given the reactants [C:1]([O:5][C:6](=[O:22])[NH:7][C@H:8]([C@H:19]1[CH2:21][O:20]1)[CH2:9][C:10]1[CH:15]=[CH:14][C:13]([N+:16]([O-:18])=[O:17])=[CH:12][CH:11]=1)([CH3:4])([CH3:3])[CH3:2].[C:23]([C:27]1[CH:28]=[C:29]([C:33]2([NH2:36])[CH2:35][CH2:34]2)[CH:30]=[CH:31][CH:32]=1)([CH3:26])([CH3:25])[CH3:24], predict the reaction product. The product is: [C:1]([O:5][C:6](=[O:22])[NH:7][C@@H:8]([CH2:9][C:10]1[CH:15]=[CH:14][C:13]([N+:16]([O-:18])=[O:17])=[CH:12][CH:11]=1)[C@H:19]([OH:20])[CH2:21][NH:36][C:33]1([C:29]2[CH:30]=[CH:31][CH:32]=[C:27]([C:23]([CH3:26])([CH3:25])[CH3:24])[CH:28]=2)[CH2:34][CH2:35]1)([CH3:4])([CH3:3])[CH3:2]. (4) Given the reactants [F:1][C:2]1([F:49])[CH2:7][C@H:6]([O:8][C:9]2[C:14]([CH3:15])=[CH:13][C:12]([S:16]([N:19](CC3C=CC(OC)=CC=3OC)[C:20]3[CH:25]=[CH:24][N:23]=[CH:22][N:21]=3)(=[O:18])=[O:17])=[C:11]([F:37])[CH:10]=2)[C@@H:5]([C:38]2[CH:39]=[N:40][N:41](C3CCCCO3)[CH:42]=2)[CH2:4][CH2:3]1.C([SiH](CC)CC)C.FC(F)(F)C(O)=O.ClCCl, predict the reaction product. The product is: [F:49][C:2]1([F:1])[CH2:7][C@H:6]([O:8][C:9]2[C:14]([CH3:15])=[CH:13][C:12]([S:16]([NH:19][C:20]3[CH:25]=[CH:24][N:23]=[CH:22][N:21]=3)(=[O:17])=[O:18])=[C:11]([F:37])[CH:10]=2)[C@@H:5]([C:38]2[CH:42]=[N:41][NH:40][CH:39]=2)[CH2:4][CH2:3]1. (5) Given the reactants [NH:1]1[CH2:4][CH:3]([O:5][C:6]2[CH:11]=[CH:10][C:9]([N:12]3[CH2:17][CH2:16][C:15]4[N:18]=[C:19]([C:21]5[CH:26]=[CH:25][C:24]([Cl:27])=[CH:23][CH:22]=5)[S:20][C:14]=4[C:13]3=[O:28])=[CH:8][C:7]=2[O:29][CH3:30])[CH2:2]1.[CH3:31][C:32]([CH3:34])=O.C(O[BH-](OC(=O)C)OC(=O)C)(=O)C.[Na+].[OH-].[Na+], predict the reaction product. The product is: [ClH:27].[Cl:27][C:24]1[CH:23]=[CH:22][C:21]([C:19]2[S:20][C:14]3[C:13](=[O:28])[N:12]([C:9]4[CH:10]=[CH:11][C:6]([O:5][CH:3]5[CH2:4][N:1]([CH:32]([CH3:34])[CH3:31])[CH2:2]5)=[C:7]([O:29][CH3:30])[CH:8]=4)[CH2:17][CH2:16][C:15]=3[N:18]=2)=[CH:26][CH:25]=1. (6) Given the reactants N[C:2]1[C:7](Cl)=[CH:6][N:5]=[C:4]2[O:9][CH2:10][O:11][C:3]=12.[CH2:12]1[O:20]C2C(=NC=CC=2)[O:13]1.C(=O)=O, predict the reaction product. The product is: [CH2:10]1[O:11][C:3]2[C:4](=[N:5][CH:6]=[CH:7][C:2]=2[C:12]([OH:20])=[O:13])[O:9]1.